From a dataset of Acute oral toxicity (LD50) regression data from Zhu et al.. Regression/Classification. Given a drug SMILES string, predict its toxicity properties. Task type varies by dataset: regression for continuous values (e.g., LD50, hERG inhibition percentage) or binary classification for toxic/non-toxic outcomes (e.g., AMES mutagenicity, cardiotoxicity, hepatotoxicity). Dataset: ld50_zhu. (1) The compound is COc1cc(CCC(C)=O)ccc1O. The rat oral LD50 is 1.88, given as -log10 of the dose in mol/kg body weight (higher means more acutely toxic). (2) The molecule is CCCN(CCC)C(=O)CN(CC)P(=S)(OCC)OCC. The rat oral LD50 is 2.21, given as -log10 of the dose in mol/kg body weight (higher means more acutely toxic). (3) The compound is C=C(C)C1Cc2c(ccc3c2OC2COc4cc(OC)c(OC)cc4C2C3=O)O1. The rat oral LD50 is 3.82, given as -log10 of the dose in mol/kg body weight (higher means more acutely toxic). (4) The drug is CCCCC(CC)COC(=O)COc1ccc(Cl)cc1Cl. The rat oral LD50 is 3.05, given as -log10 of the dose in mol/kg body weight (higher means more acutely toxic). (5) The molecule is Cc1ccc(C)c(OCCCC(C)(C)C(=O)O)c1. The rat oral LD50 is 1.72, given as -log10 of the dose in mol/kg body weight (higher means more acutely toxic). (6) The compound is CC=C(C)C(=O)OC1C(OC(C)=O)C2(CO)C(O)CC3(C)C(=CCC4C5(C)CCC(OC6OC(C(=O)O)C(OC7OC(CO)C(O)C(O)C7O)C(O)C6OC6OC(CO)C(O)C(O)C6O)C(C)(CO)C5CCC43C)C2CC1(C)C. The rat oral LD50 is 3.13, given as -log10 of the dose in mol/kg body weight (higher means more acutely toxic). (7) The drug is O=S(=O)(O)c1c(Cl)c(Cl)c(Cl)c2[nH]c(C(F)(F)F)nc12. The rat oral LD50 is 3.23, given as -log10 of the dose in mol/kg body weight (higher means more acutely toxic). (8) The drug is Cc1ccc(S(=O)(=O)N(C)N=O)cc1. The rat oral LD50 is 1.90, given as -log10 of the dose in mol/kg body weight (higher means more acutely toxic).